From a dataset of Catalyst prediction with 721,799 reactions and 888 catalyst types from USPTO. Predict which catalyst facilitates the given reaction. (1) Reactant: [OH:1][C:2]1[C:14]2[CH2:13][O:12][C:11](=[O:15])[C:10]=2[C:9]([C:16]2[CH:21]=[CH:20][C:19]([CH:22]=[CH2:23])=[CH:18][CH:17]=2)=[C:8]2[C:3]=1[CH:4]=[C:5]([O:26][CH3:27])[C:6]([O:24][CH3:25])=[CH:7]2.IC.[C:30](=O)([O-])[O-].[K+].[K+].[Cl-].[NH4+]. Product: [CH3:30][O:1][C:2]1[C:14]2[CH2:13][O:12][C:11](=[O:15])[C:10]=2[C:9]([C:16]2[CH:17]=[CH:18][C:19]([CH:22]=[CH2:23])=[CH:20][CH:21]=2)=[C:8]2[C:3]=1[CH:4]=[C:5]([O:26][CH3:27])[C:6]([O:24][CH3:25])=[CH:7]2. The catalyst class is: 9. (2) Reactant: CS(C)=O.[C:5]([NH:12][C@H:13]([CH2:18][OH:19])[CH2:14][CH:15]([CH3:17])[CH3:16])([O:7][C:8]([CH3:11])([CH3:10])[CH3:9])=[O:6].CCN(CC)CC. Product: [C:5]([NH:12][C@H:13]([CH:18]=[O:19])[CH2:14][CH:15]([CH3:16])[CH3:17])([O:7][C:8]([CH3:9])([CH3:11])[CH3:10])=[O:6]. The catalyst class is: 2. (3) Reactant: [Cl:1][C:2]1[CH:7]=[CH:6][C:5]([C:8]2[C:14]3[CH:15]=[CH:16][CH:17]=[CH:18][C:13]=3[C:12]3[C:19]([CH3:22])=[N:20][O:21][C:11]=3[CH:10]([C:23]#[N:24])[N:9]=2)=[CH:4][CH:3]=1.Cl.C(O)(C(F)(F)F)=[O:27]. Product: [Cl:1][C:2]1[CH:7]=[CH:6][C:5]([C:8]2[C:14]3[CH:15]=[CH:16][CH:17]=[CH:18][C:13]=3[C:12]3[C:19]([CH3:22])=[N:20][O:21][C:11]=3[CH:10]([C:23]([NH2:24])=[O:27])[N:9]=2)=[CH:4][CH:3]=1. The catalyst class is: 6. (4) Reactant: [Cl:1][C:2]1[CH:7]=[CH:6][C:5]([C:8]2[S:12][C:11]([C:13]([OH:15])=O)=[CH:10][CH:9]=2)=[CH:4][CH:3]=1.C(Cl)(=O)C(Cl)=O.[C:22]([O:26][C:27]([N:29]1[C:37]2[C:32](=[CH:33][CH:34]=[C:35]([NH2:38])[CH:36]=2)[C:31]([N:39]([C:47]([O:49][C:50]([CH3:53])([CH3:52])[CH3:51])=[O:48])[CH2:40][C:41]2[N:42]=[CH:43][S:44][C:45]=2[CH3:46])=[N:30]1)=[O:28])([CH3:25])([CH3:24])[CH3:23].C(N(CC)CC)C. Product: [C:22]([O:26][C:27]([N:29]1[C:37]2[C:32](=[CH:33][CH:34]=[C:35]([NH:38][C:13]([C:11]3[S:12][C:8]([C:5]4[CH:4]=[CH:3][C:2]([Cl:1])=[CH:7][CH:6]=4)=[CH:9][CH:10]=3)=[O:15])[CH:36]=2)[C:31]([N:39]([C:47]([O:49][C:50]([CH3:53])([CH3:52])[CH3:51])=[O:48])[CH2:40][C:41]2[N:42]=[CH:43][S:44][C:45]=2[CH3:46])=[N:30]1)=[O:28])([CH3:25])([CH3:24])[CH3:23]. The catalyst class is: 139. (5) Reactant: [NH2:1][C:2]1[N:7]=[C:6]2[N:8]([CH2:11][C:12]([O:14]CC)=[O:13])[N:9]=[CH:10][C:5]2=[C:4]([C:17]2[O:18][CH:19]=[CH:20][CH:21]=2)[N:3]=1.[OH-].[Na+]. Product: [NH2:1][C:2]1[N:7]=[C:6]2[N:8]([CH2:11][C:12]([OH:14])=[O:13])[N:9]=[CH:10][C:5]2=[C:4]([C:17]2[O:18][CH:19]=[CH:20][CH:21]=2)[N:3]=1. The catalyst class is: 5. (6) Reactant: Cl[C:2]1[CH:10]=[C:9]2[C:5]([CH:6]=[N:7][N:8]2S(C2C=CC=CC=2)(=O)=O)=[C:4]([C:20]2[O:21][C:22]([CH2:25][N:26]3[CH2:31][C@@H:30]([CH3:32])[O:29][C@H:28]([CH3:33])[CH2:27]3)=[CH:23][N:24]=2)[CH:3]=1.[CH3:34][S:35]([NH2:38])(=[O:37])=[O:36].C(=O)(O)[O-].[Na+].[OH-].[Na+].O1[CH2:51][CH2:50][O:49][CH2:48]C1. Product: [CH3:32][C@H:30]1[O:29][C@H:28]([CH3:33])[CH2:27][N:26]([CH2:25][C:22]2[O:21][C:20]([C:4]3[CH:3]=[C:2]([C:5]4[CH:4]=[C:51]([NH:38][S:35]([CH3:34])(=[O:37])=[O:36])[C:50]([O:49][CH3:48])=[N:7][CH:6]=4)[CH:10]=[C:9]4[C:5]=3[CH:6]=[N:7][NH:8]4)=[N:24][CH:23]=2)[CH2:31]1. The catalyst class is: 6.